From a dataset of Reaction yield outcomes from USPTO patents with 853,638 reactions. Predict the reaction yield, written as a fraction of the theoretical maximum amount of product (1.0 means a 100% yield; for example, 0.34 means a 34% yield). (1) The reactants are [F:1][C:2]([F:15])([F:14])[C:3]1[CH:4]=[C:5]2[C:10](=[CH:11][CH:12]=1)[NH:9][C:8](=O)[CH:7]=[CH:6]2.C([O-])([O-])=O.[Na+].[Na+].O=P(Cl)(Cl)[Cl:24]. No catalyst specified. The product is [Cl:24][C:8]1[CH:7]=[CH:6][C:5]2[C:10](=[CH:11][CH:12]=[C:3]([C:2]([F:15])([F:14])[F:1])[CH:4]=2)[N:9]=1. The yield is 0.870. (2) The reactants are [Br:1][C:2]1[CH:3]=[CH:4][C:5]([F:10])=[C:6]([CH:9]=1)[CH:7]=[O:8].C[Mg+].[Br-].[C:14](=O)(O)[O-].[Na+].CC(C)=O. The catalyst is CCOCC.CC(C)=O.OS(O)(=O)=O.O=[Cr](=O)=O. The product is [Br:1][C:2]1[CH:3]=[CH:4][C:5]([F:10])=[C:6]([C:7](=[O:8])[CH3:14])[CH:9]=1. The yield is 0.870.